From a dataset of Forward reaction prediction with 1.9M reactions from USPTO patents (1976-2016). Predict the product of the given reaction. (1) The product is: [F:5][C:6]1[CH:11]=[CH:10][C:9]([C:12]2[CH:13]=[C:14]([C:18]3[N:1]=[N:2][NH:3][CH:19]=3)[N:15]=[N:16][CH:17]=2)=[CH:8][C:7]=1[C:24]1[C:29]([F:30])=[CH:28][CH:27]=[CH:26][N:25]=1. Given the reactants [N-:1]=[N+:2]=[N-:3].[Na+].[F:5][C:6]1[CH:11]=[CH:10][C:9]([C:12]2[CH:13]=[C:14]([C:18]#[C:19][Si](C)(C)C)[N:15]=[N:16][CH:17]=2)=[CH:8][C:7]=1[C:24]1[C:29]([F:30])=[CH:28][CH:27]=[CH:26][N:25]=1.O, predict the reaction product. (2) The product is: [CH:21]1([CH2:24][N:25]2[CH:30]=[C:29]([C:2]3[C:7]([O:8][C:9]4[CH:14]=[CH:13][C:12]([F:15])=[CH:11][C:10]=4[F:16])=[CH:6][N:5]=[C:4]([S:17]([CH3:20])(=[O:19])=[O:18])[N:3]=3)[CH:28]=[C:27]([CH3:40])[C:26]2=[O:41])[CH2:22][CH2:23]1. Given the reactants Cl[C:2]1[C:7]([O:8][C:9]2[CH:14]=[CH:13][C:12]([F:15])=[CH:11][C:10]=2[F:16])=[CH:6][N:5]=[C:4]([S:17]([CH3:20])(=[O:19])=[O:18])[N:3]=1.[CH:21]1([CH2:24][N:25]2[CH:30]=[C:29](B3OC(C)(C)C(C)(C)O3)[CH:28]=[C:27]([CH3:40])[C:26]2=[O:41])[CH2:23][CH2:22]1.[O-]P([O-])([O-])=O.[K+].[K+].[K+].N#N, predict the reaction product. (3) Given the reactants Cl.[NH2:2][CH2:3][CH2:4][C:5]([O:7][CH2:8][CH3:9])=[O:6].[CH:10]1([C:13]2[CH:14]=[N:15][N:16]([C:18]3[N:23]=[CH:22][C:21]([NH:24][CH:25]([C:29]4[CH:37]=[CH:36][C:32]([C:33](O)=[O:34])=[CH:31][CH:30]=4)[CH2:26][CH2:27][CH3:28])=[CH:20][CH:19]=3)[CH:17]=2)[CH2:12][CH2:11]1.O.OC1C2N=NNC=2C=CC=1.C(N(CC)CC)C.Cl.C(N=C=NCCCN(C)C)C, predict the reaction product. The product is: [CH:10]1([C:13]2[CH:14]=[N:15][N:16]([C:18]3[N:23]=[CH:22][C:21]([NH:24][CH:25]([C:29]4[CH:37]=[CH:36][C:32]([C:33]([NH:2][CH2:3][CH2:4][C:5]([O:7][CH2:8][CH3:9])=[O:6])=[O:34])=[CH:31][CH:30]=4)[CH2:26][CH2:27][CH3:28])=[CH:20][CH:19]=3)[CH:17]=2)[CH2:12][CH2:11]1. (4) Given the reactants Cl[C:2]1[CH:7]=[CH:6][N:5]=[C:4]([NH:8][CH:9]2[CH2:14][C:13]([CH3:16])([CH3:15])[NH:12][C:11]([CH3:18])([CH3:17])[CH2:10]2)[N:3]=1.[CH3:19][C:20]([OH:32])([C:22]([CH3:31])([CH3:30])[CH2:23][CH2:24][C:25]1[S:26][CH:27]=[CH:28][CH:29]=1)[CH3:21], predict the reaction product. The product is: [CH3:21][C:20]([OH:32])([C:22]([CH3:31])([CH3:30])[CH2:23][CH2:24][C:25]1[S:26][C:27]([C:2]2[CH:7]=[CH:6][N:5]=[C:4]([NH:8][CH:9]3[CH2:14][C:13]([CH3:16])([CH3:15])[NH:12][C:11]([CH3:18])([CH3:17])[CH2:10]3)[N:3]=2)=[CH:28][CH:29]=1)[CH3:19]. (5) The product is: [CH3:40][C:41]([CH3:58])([CH3:57])[C@H:42]([NH:46][C:47](=[O:56])[CH2:48][O:49][C:50]1[CH:55]=[CH:54][CH:53]=[CH:52][CH:51]=1)[C:43]([NH:1][C@@H:2]([CH2:33][C:34]1[CH:35]=[CH:36][CH:37]=[CH:38][CH:39]=1)[C@@H:3]([OH:32])[CH2:4][C@@H:5]([NH:19][C:20]([C@@H:22]([NH:27][C:28](=[O:31])[O:29][CH3:30])[C:23]([CH3:26])([CH3:25])[CH3:24])=[O:21])[CH2:6][C:7]1[CH:12]=[CH:11][C:10]([C:13]2[CH:18]=[CH:17][CH:16]=[CH:15][N:14]=2)=[CH:9][CH:8]=1)=[O:44]. Given the reactants [NH2:1][C@@H:2]([CH2:33][C:34]1[CH:39]=[CH:38][CH:37]=[CH:36][CH:35]=1)[C@@H:3]([OH:32])[CH2:4][C@@H:5]([NH:19][C:20]([C@@H:22]([NH:27][C:28](=[O:31])[O:29][CH3:30])[C:23]([CH3:26])([CH3:25])[CH3:24])=[O:21])[CH2:6][C:7]1[CH:12]=[CH:11][C:10]([C:13]2[CH:18]=[CH:17][CH:16]=[CH:15][N:14]=2)=[CH:9][CH:8]=1.[CH3:40][C:41]([CH3:58])([CH3:57])[C@H:42]([NH:46][C:47](=[O:56])[CH2:48][O:49][C:50]1[CH:55]=[CH:54][CH:53]=[CH:52][CH:51]=1)[C:43](O)=[O:44].CCOP(ON1N=NC2C=CC=CC=2C1=O)(OCC)=O.C(N(CC)C(C)C)(C)C, predict the reaction product.